Dataset: Catalyst prediction with 721,799 reactions and 888 catalyst types from USPTO. Task: Predict which catalyst facilitates the given reaction. (1) Reactant: [CH:1]([O-:3])=[O:2].[NH4+].Cl[C:6]1[N:11]=[C:10]([C:12]([O:14][CH:15]2[CH2:20][CH2:19][CH2:18][CH2:17][CH2:16]2)=[O:13])[CH:9]=[C:8]([O:21][CH:22]2[CH2:27][CH2:26][CH2:25][CH2:24][CH2:23]2)[N:7]=1. Product: [CH:1]([O-:3])=[O:2].[NH4+:7].[CH:22]1([O:21][C:8]2[N:7]=[CH:6][N:11]=[C:10]([C:12]([O:14][CH:15]3[CH2:20][CH2:19][CH2:18][CH2:17][CH2:16]3)=[O:13])[CH:9]=2)[CH2:23][CH2:24][CH2:25][CH2:26][CH2:27]1. The catalyst class is: 522. (2) Reactant: I[C:2]1[CH:3]=[C:4]([O:21][C:22]([F:25])([F:24])F)[CH:5]=[C:6]2[C:11]=1[O:10][CH:9]([C:12]([F:15])([F:14])[F:13])[C:8]([C:16]([O:18][CH2:19][CH3:20])=[O:17])=[CH:7]2.[CH2:26](C([Sn])=C(CCCC)CCCC)[CH2:27]CC.[NH4+].[F-:42]. Product: [F:42][C:22]([F:24])([F:25])[O:21][C:4]1[CH:5]=[C:6]2[C:11](=[C:2]([CH:26]=[CH2:27])[CH:3]=1)[O:10][CH:9]([C:12]([F:15])([F:13])[F:14])[C:8]([C:16]([O:18][CH2:19][CH3:20])=[O:17])=[CH:7]2. The catalyst class is: 109. (3) Reactant: C[O:2][C:3](=[O:24])[CH:4]([O:22][CH3:23])[O:5][C:6]1[CH:7]=[C:8]2[C:13](=[CH:14][CH:15]=1)[N:12]=[CH:11][C:10]([C:16]#[C:17][Si](C)(C)C)=[CH:9]2.[OH-].[Na+].C(OCC)(=O)C.O. Product: [C:16]([C:10]1[CH:11]=[N:12][C:13]2[C:8]([CH:9]=1)=[CH:7][C:6]([O:5][CH:4]([O:22][CH3:23])[C:3]([OH:24])=[O:2])=[CH:15][CH:14]=2)#[CH:17]. The catalyst class is: 8. (4) Reactant: [CH3:1][O:2][C:3](=[O:31])[NH:4][CH:5]([C:9]([N:11]1[CH:18]([C:19]2[NH:20][C:21]([C:24]3[CH:29]=[CH:28][C:27](Br)=[CH:26][CH:25]=3)=[CH:22][N:23]=2)[CH2:17][C:13]2([CH2:16][CH2:15][CH2:14]2)[O:12]1)=[O:10])[CH:6]([CH3:8])[CH3:7].[B:32]1([B:32]2[O:36][C:35]([CH3:38])([CH3:37])[C:34]([CH3:40])([CH3:39])[O:33]2)[O:36][C:35]([CH3:38])([CH3:37])[C:34]([CH3:40])([CH3:39])[O:33]1.C([O-])(=O)C.[K+]. Product: [CH3:1][O:2][C:3](=[O:31])[NH:4][CH:5]([C:9]([N:11]1[CH:18]([C:19]2[NH:20][C:21]([C:24]3[CH:29]=[CH:28][C:27]([B:32]4[O:36][C:35]([CH3:38])([CH3:37])[C:34]([CH3:40])([CH3:39])[O:33]4)=[CH:26][CH:25]=3)=[CH:22][N:23]=2)[CH2:17][C:13]2([CH2:16][CH2:15][CH2:14]2)[O:12]1)=[O:10])[CH:6]([CH3:8])[CH3:7]. The catalyst class is: 75. (5) Reactant: [CH3:1][NH:2][C:3]1[CH:8]=[C:7]([C:9]2[CH2:13][C:12]([C:18]3[CH:23]=[C:22]([Cl:24])[CH:21]=[C:20]([Cl:25])[CH:19]=3)([C:14]([F:17])([F:16])[F:15])[O:11][N:10]=2)[CH:6]=[CH:5][C:4]=1[Cl:26].Cl.[N:28]([O-])=[O:29].[Na+].C(=O)(O)[O-].[Na+]. Product: [CH3:1][N:2]([N:28]=[O:29])[C:3]1[CH:8]=[C:7]([C:9]2[CH2:13][C:12]([C:18]3[CH:23]=[C:22]([Cl:24])[CH:21]=[C:20]([Cl:25])[CH:19]=3)([C:14]([F:17])([F:15])[F:16])[O:11][N:10]=2)[CH:6]=[CH:5][C:4]=1[Cl:26]. The catalyst class is: 30.